This data is from Reaction yield outcomes from USPTO patents with 853,638 reactions. The task is: Predict the reaction yield, written as a fraction of the theoretical maximum amount of product (1.0 means a 100% yield; for example, 0.34 means a 34% yield). (1) The reactants are C(N(CC)CC)C.[CH:8]([C:11]1[CH:16]=[CH:15][C:14]([C:17]2[C:21]3[C:22]([CH3:29])=[C:23]([OH:28])[C:24]([CH3:27])=[C:25]([CH3:26])[C:20]=3[O:19][C:18]=2[CH3:30])=[CH:13][CH:12]=1)([CH3:10])[CH3:9].[CH3:31][O:32][C:33]1[CH:41]=[CH:40][C:36]([C:37](Cl)=[O:38])=[CH:35][CH:34]=1.O. The catalyst is C(Cl)(Cl)Cl. The product is [CH3:31][O:32][C:33]1[CH:41]=[CH:40][C:36]([C:37]([O:28][C:23]2[C:24]([CH3:27])=[C:25]([CH3:26])[C:20]3[O:19][C:18]([CH3:30])=[C:17]([C:14]4[CH:15]=[CH:16][C:11]([CH:8]([CH3:10])[CH3:9])=[CH:12][CH:13]=4)[C:21]=3[C:22]=2[CH3:29])=[O:38])=[CH:35][CH:34]=1. The yield is 0.790. (2) The reactants are Cl[C:2]1[N:7]=[C:6](Cl)[C:5]([F:9])=[CH:4][N:3]=1.[N+:10]([C:13]1[CH:14]=[C:15]([CH:17]=[CH:18][CH:19]=1)[NH2:16])([O-:12])=[O:11]. The catalyst is CO.O. The product is [N+:10]([C:13]1[CH:14]=[C:15]([NH:16][C:2]2[N:7]=[C:6]([NH:16][C:15]3[CH:17]=[CH:18][CH:19]=[C:13]([N+:10]([O-:12])=[O:11])[CH:14]=3)[C:5]([F:9])=[CH:4][N:3]=2)[CH:17]=[CH:18][CH:19]=1)([O-:12])=[O:11]. The yield is 0.760. (3) The reactants are [O:1]=[C:2](Cl)OC(Cl)(Cl)Cl.[Cl:9][C:10]1[CH:15]=[C:14]([F:16])[C:13]([N+:17]([O-:19])=[O:18])=[CH:12][C:11]=1[NH:20][CH2:21][C:22]1[C:23]([NH:32][CH2:33][CH3:34])=[CH:24][C:25]([N:28]([O:30][CH3:31])[CH3:29])=[N:26][CH:27]=1.CCN(CC)CC. No catalyst specified. The yield is 0.600. The product is [Cl:9][C:10]1[CH:15]=[C:14]([F:16])[C:13]([N+:17]([O-:19])=[O:18])=[CH:12][C:11]=1[N:20]1[CH2:21][C:22]2[CH:27]=[N:26][C:25]([N:28]([O:30][CH3:31])[CH3:29])=[CH:24][C:23]=2[N:32]([CH2:33][CH3:34])[C:2]1=[O:1]. (4) The reactants are [NH2:1][C:2]1[CH2:7][CH2:6][CH2:5][C:4](=[O:8])[CH:3]=1.[C:9](OC)(=[O:12])[C:10]#[CH:11]. No catalyst specified. The product is [NH:1]1[C:2]2[CH2:7][CH2:6][CH2:5][C:4](=[O:8])[C:3]=2[CH:11]=[CH:10][C:9]1=[O:12]. The yield is 0.200. (5) The reactants are [Cl:1][C:2]1[CH:3]=[C:4]([N:8]2[N:12]=[N:11][C:10](/[C:13](/[CH3:21])=C/C3C=CC=CC=3)=[N:9]2)[CH:5]=[CH:6][CH:7]=1.CC[O:24]C(C)=O. The catalyst is C(Cl)Cl. The product is [Cl:1][C:2]1[CH:3]=[C:4]([N:8]2[N:12]=[N:11][C:10]([C:13](=[O:24])[CH3:21])=[N:9]2)[CH:5]=[CH:6][CH:7]=1. The yield is 0.794.